Predict the reactants needed to synthesize the given product. From a dataset of Full USPTO retrosynthesis dataset with 1.9M reactions from patents (1976-2016). (1) The reactants are: [F:1][C:2]1[CH:10]=[C:9]2[C:5]([CH2:6][CH2:7][C:8]2=[O:11])=[CH:4][CH:3]=1.[BH4-].[Na+]. Given the product [F:1][C:2]1[CH:10]=[C:9]2[C:5]([CH2:6][CH2:7][CH:8]2[OH:11])=[CH:4][CH:3]=1, predict the reactants needed to synthesize it. (2) Given the product [OH:27][CH:24]1[CH2:23][CH2:22][N:21]([CH:28]2[CH2:33][CH2:32][N:31]([C:18]([C:3]3[N:4]([CH3:17])[C:5]([C:7]4[CH:12]=[CH:11][CH:10]=[C:9]([C:13]([F:14])([F:15])[F:16])[CH:8]=4)=[N:6][C:2]=3[I:1])=[O:20])[CH2:30][CH2:29]2)[CH2:26][CH2:25]1, predict the reactants needed to synthesize it. The reactants are: [I:1][C:2]1[N:6]=[C:5]([C:7]2[CH:12]=[CH:11][CH:10]=[C:9]([C:13]([F:16])([F:15])[F:14])[CH:8]=2)[N:4]([CH3:17])[C:3]=1[C:18]([OH:20])=O.[N:21]1([CH:28]2[CH2:33][CH2:32][NH:31][CH2:30][CH2:29]2)[CH2:26][CH2:25][CH:24]([OH:27])[CH2:23][CH2:22]1. (3) Given the product [CH3:13][C@:12]12[CH2:14][CH2:15][C@H:16]3[C@@H:7]([C:6](=[O:22])[CH2:5][CH:4]4[C@:17]3([CH3:20])[CH2:18][CH2:19][C:2](=[O:1])[CH2:3]4)[C@@H:8]1[CH2:9][CH2:10][C:11]2=[O:21], predict the reactants needed to synthesize it. The reactants are: [OH:1][C@H:2]1[CH2:19][CH2:18][C@@:17]2([CH3:20])[CH:4]([CH2:5][C:6](=[O:22])[C@@H:7]3[C@@H:16]2[CH2:15][CH2:14][C@@:12]2([CH3:13])[C@H:8]3[CH2:9][CH2:10][C:11]2=[O:21])[CH2:3]1. (4) The reactants are: [N+:1]([C:4]1[CH:9]=[CH:8][C:7]([C:10]2[C:18]3[C:13](=[CH:14][C:15]([NH2:19])=[CH:16][CH:17]=3)[NH:12][CH:11]=2)=[CH:6][CH:5]=1)([O-:3])=[O:2].[CH3:20][N:21]1[C:29]2[C:24](=[CH:25][C:26]([C:30](O)=[O:31])=[CH:27][CH:28]=2)[CH:23]=[CH:22]1.OC1C2N=NNC=2C=CC=1.C(N(CC)CC)C.Cl.C(N=C=NCCCN(C)C)C. Given the product [CH3:20][N:21]1[C:29]2[C:24](=[CH:25][C:26]([C:30]([NH:19][C:15]3[CH:14]=[C:13]4[C:18]([C:10]([C:7]5[CH:8]=[CH:9][C:4]([N+:1]([O-:3])=[O:2])=[CH:5][CH:6]=5)=[CH:11][NH:12]4)=[CH:17][CH:16]=3)=[O:31])=[CH:27][CH:28]=2)[CH:23]=[CH:22]1, predict the reactants needed to synthesize it. (5) Given the product [NH2:12][CH2:11][CH2:10][N:7]1[CH2:8][CH2:9][N:4]([CH2:3][C@@H:2]([OH:1])[CH2:23][O:24][C:25]2[CH:26]=[CH:27][C:28]3[S:32][C:31]([CH3:33])=[N:30][C:29]=3[CH:34]=2)[CH2:5][CH2:6]1, predict the reactants needed to synthesize it. The reactants are: [OH:1][CH:2]([CH2:23][O:24][C:25]1[CH:26]=[CH:27][C:28]2[S:32][C:31]([CH3:33])=[N:30][C:29]=2[CH:34]=1)[CH2:3][N:4]1[CH2:9][CH2:8][N:7]([CH2:10][CH2:11][N:12]2C(=O)C3C=CC=CC=3C2=O)[CH2:6][CH2:5]1.O.NN.Cl. (6) Given the product [F:33][C:30]1[CH:31]=[C:32]([N:11]2[C:10](=[O:25])[C:9]([CH2:8][C:5]3[CH:6]=[CH:7][C:2]([F:1])=[CH:3][CH:4]=3)=[C:14]([C:15]3[CH:20]=[CH:19][C:18]([S:21]([CH3:24])(=[O:23])=[O:22])=[CH:17][CH:16]=3)[CH:13]=[N:12]2)[CH:27]=[CH:28][C:29]=1[F:34], predict the reactants needed to synthesize it. The reactants are: [F:1][C:2]1[CH:7]=[CH:6][C:5]([CH2:8][C:9]2[C:10](=[O:25])[NH:11][N:12]=[CH:13][C:14]=2[C:15]2[CH:20]=[CH:19][C:18]([S:21]([CH3:24])(=[O:23])=[O:22])=[CH:17][CH:16]=2)=[CH:4][CH:3]=1.Br[C:27]1[CH:32]=[CH:31][C:30]([F:33])=[C:29]([F:34])[CH:28]=1.FC1C=CC=CC=1.N. (7) Given the product [CH2:7]([N:14]1[CH2:15][C@@H:16]([CH2:22][C:23]2[CH:28]=[CH:27][CH:26]=[CH:25][CH:24]=2)[NH:17][CH2:18][C@H:19]1[CH3:20])[C:8]1[CH:9]=[CH:10][CH:11]=[CH:12][CH:13]=1, predict the reactants needed to synthesize it. The reactants are: [H-].[Al+3].[Li+].[H-].[H-].[H-].[CH2:7]([N:14]1[C@H:19]([CH3:20])[C:18](=O)[NH:17][C@H:16]([CH2:22][C:23]2[CH:28]=[CH:27][CH:26]=[CH:25][CH:24]=2)[C:15]1=O)[C:8]1[CH:13]=[CH:12][CH:11]=[CH:10][CH:9]=1.